Dataset: NCI-60 drug combinations with 297,098 pairs across 59 cell lines. Task: Regression. Given two drug SMILES strings and cell line genomic features, predict the synergy score measuring deviation from expected non-interaction effect. (1) Drug 1: CS(=O)(=O)CCNCC1=CC=C(O1)C2=CC3=C(C=C2)N=CN=C3NC4=CC(=C(C=C4)OCC5=CC(=CC=C5)F)Cl. Synergy scores: CSS=6.31, Synergy_ZIP=-2.22, Synergy_Bliss=-4.20, Synergy_Loewe=-1.47, Synergy_HSA=-1.33. Drug 2: COCCOC1=C(C=C2C(=C1)C(=NC=N2)NC3=CC=CC(=C3)C#C)OCCOC.Cl. Cell line: SF-539. (2) Drug 1: C1=C(C(=O)NC(=O)N1)N(CCCl)CCCl. Drug 2: CC1C(C(CC(O1)OC2CC(CC3=C2C(=C4C(=C3O)C(=O)C5=CC=CC=C5C4=O)O)(C(=O)C)O)N)O. Cell line: SK-MEL-5. Synergy scores: CSS=80.1, Synergy_ZIP=4.01, Synergy_Bliss=5.48, Synergy_Loewe=8.47, Synergy_HSA=10.2. (3) Drug 1: CC1=C(C=C(C=C1)NC2=NC=CC(=N2)N(C)C3=CC4=NN(C(=C4C=C3)C)C)S(=O)(=O)N.Cl. Drug 2: C1=NC2=C(N1)C(=S)N=C(N2)N. Cell line: TK-10. Synergy scores: CSS=26.6, Synergy_ZIP=-8.84, Synergy_Bliss=0.424, Synergy_Loewe=-12.1, Synergy_HSA=0.262. (4) Drug 2: CC1=C(N=C(N=C1N)C(CC(=O)N)NCC(C(=O)N)N)C(=O)NC(C(C2=CN=CN2)OC3C(C(C(C(O3)CO)O)O)OC4C(C(C(C(O4)CO)O)OC(=O)N)O)C(=O)NC(C)C(C(C)C(=O)NC(C(C)O)C(=O)NCCC5=NC(=CS5)C6=NC(=CS6)C(=O)NCCC[S+](C)C)O. Cell line: HT29. Synergy scores: CSS=53.7, Synergy_ZIP=-0.640, Synergy_Bliss=3.39, Synergy_Loewe=4.12, Synergy_HSA=2.86. Drug 1: CC12CCC3C(C1CCC2=O)CC(=C)C4=CC(=O)C=CC34C. (5) Drug 1: C1=CC=C(C=C1)NC(=O)CCCCCCC(=O)NO. Drug 2: C1=CC=C(C(=C1)C(C2=CC=C(C=C2)Cl)C(Cl)Cl)Cl. Cell line: HCT116. Synergy scores: CSS=27.2, Synergy_ZIP=8.51, Synergy_Bliss=15.8, Synergy_Loewe=-4.70, Synergy_HSA=7.86. (6) Drug 1: CC1CCC2CC(C(=CC=CC=CC(CC(C(=O)C(C(C(=CC(C(=O)CC(OC(=O)C3CCCCN3C(=O)C(=O)C1(O2)O)C(C)CC4CCC(C(C4)OC)OCCO)C)C)O)OC)C)C)C)OC. Drug 2: CN(CC1=CN=C2C(=N1)C(=NC(=N2)N)N)C3=CC=C(C=C3)C(=O)NC(CCC(=O)O)C(=O)O. Cell line: LOX IMVI. Synergy scores: CSS=42.9, Synergy_ZIP=1.60, Synergy_Bliss=-3.82, Synergy_Loewe=-28.9, Synergy_HSA=-5.84.